From a dataset of Full USPTO retrosynthesis dataset with 1.9M reactions from patents (1976-2016). Predict the reactants needed to synthesize the given product. (1) Given the product [Br:1][C:2]1[CH:3]=[CH:4][C:5]([F:9])=[C:6]([CH:7]=1)[O:8][CH2:16][C:14]1[N:13]=[N:12][N:11]([CH3:10])[CH:15]=1, predict the reactants needed to synthesize it. The reactants are: [Br:1][C:2]1[CH:3]=[CH:4][C:5]([F:9])=[C:6]([OH:8])[CH:7]=1.[CH3:10][N:11]1[CH:15]=[C:14]([CH2:16]O)[N:13]=[N:12]1.C1(P(C2C=CC=CC=2)C2C=CC=CC=2)C=CC=CC=1.N(C(OC(C)C)=O)=NC(OC(C)C)=O. (2) Given the product [Br:18][C:19]1[CH:24]=[CH:23][CH:22]=[CH:21][C:20]=1[CH:25]=[CH:26][C:27](=[O:29])[CH3:28].[Br:18][C:19]1[CH:24]=[CH:23][CH:22]=[CH:21][C:20]=1[CH:25]1[CH2:26][C:10](=[O:16])[CH:11]=[C:12]([OH:13])[CH2:14]1, predict the reactants needed to synthesize it. The reactants are: BrC1C=CC=CC=1C=O.[C:10]([O:16]C)(=O)[CH2:11][C:12]([CH3:14])=[O:13].[Br:18][C:19]1[CH:24]=[CH:23][CH:22]=[CH:21][C:20]=1[CH:25]=[CH:26][C:27](=[O:29])[CH3:28]. (3) Given the product [CH2:17]([O:24][C:25]1[N:26]=[N:27][C:28]([C:2]#[C:1][C:3]2[CH:4]=[CH:5][C:6]([NH:9][CH2:10][CH2:11][N:12]3[CH2:16][CH2:15][CH2:14][CH2:13]3)=[N:7][CH:8]=2)=[CH:29][CH:30]=1)[C:18]1[CH:19]=[CH:20][CH:21]=[CH:22][CH:23]=1, predict the reactants needed to synthesize it. The reactants are: [C:1]([C:3]1[CH:4]=[CH:5][C:6]([NH:9][CH2:10][CH2:11][N:12]2[CH2:16][CH2:15][CH2:14][CH2:13]2)=[N:7][CH:8]=1)#[CH:2].[CH2:17]([O:24][C:25]1[N:26]=[N:27][C:28](I)=[CH:29][CH:30]=1)[C:18]1[CH:23]=[CH:22][CH:21]=[CH:20][CH:19]=1. (4) Given the product [CH2:1]([O:3][C:4]([C:5]1[S:22][C:21]([C:20]2[CH:24]=[CH:25][C:17]([Cl:16])=[CH:18][CH:19]=2)=[N:23][C:6]=1[CH2:7][C:8]([O:10][CH2:11][CH3:12])=[O:9])=[O:15])[CH3:2], predict the reactants needed to synthesize it. The reactants are: [CH2:1]([O:3][C:4](=[O:15])[CH:5](Cl)[C:6](=O)[CH2:7][C:8]([O:10][CH2:11][CH3:12])=[O:9])[CH3:2].[Cl:16][C:17]1[CH:25]=[CH:24][C:20]([C:21]([NH2:23])=[S:22])=[CH:19][CH:18]=1.O. (5) Given the product [Br:1][C:2]1[CH:7]=[CH:6][C:5]([C:18]2([OH:20])[CH2:19][O:16][CH2:17]2)=[CH:4][C:3]=1[O:9][CH3:10], predict the reactants needed to synthesize it. The reactants are: [Br:1][C:2]1[CH:7]=[CH:6][C:5](I)=[CH:4][C:3]=1[O:9][CH3:10].C([Li])CCC.[O:16]1[CH2:19][C:18](=[O:20])[CH2:17]1. (6) Given the product [CH3:3][N:2]([C:4]1[CH:5]=[CH:6][C:7]2[C:8]([C:21]3[CH:26]=[CH:25][CH:24]=[CH:23][C:22]=3[C:34]([O-:36])=[O:35])=[C:9]3[C:10]([CH:11]=[C:12]([N:15]([CH3:17])[CH3:16])[CH:13]=[CH:14]3)=[O+:18][C:19]=2[CH:20]=1)[CH3:1], predict the reactants needed to synthesize it. The reactants are: [CH3:1][N:2]([C:4]1[CH:20]=[C:19]2[C:7](=[C:8]([C:21]3[CH:26]=[CH:25][C:24](N4C(=O)C=CC4=O)=[CH:23][C:22]=3[C:34]([OH:36])=[O:35])[C:9]3[CH:14]=[CH:13][C:12]([N:15]([CH3:17])[CH3:16])=[CH:11][C:10]=3[O:18]2)[CH2:6][CH:5]=1)[CH3:3]. (7) Given the product [NH2:1][C:2](=[O:45])[C:3]([CH3:44])([CH3:43])[CH2:4][NH:5][C:6]([C@H:8]([CH:40]([CH3:42])[CH3:41])[CH2:9][C@@H:10]1[O:14][CH2:13][N:12]([C:15]([O:17][CH2:18][O:54][C:55]2[CH:56]=[N:57][CH:58]=[CH:59][CH:60]=2)=[O:16])[C@H:11]1[CH2:20][C@H:21]([CH2:25][C:26]1[CH:31]=[CH:30][C:29]([O:32][CH3:33])=[C:28]([O:34][CH2:35][CH2:36][CH2:37][O:38][CH3:39])[CH:27]=1)[CH:22]([CH3:24])[CH3:23])=[O:7], predict the reactants needed to synthesize it. The reactants are: [NH2:1][C:2](=[O:45])[C:3]([CH3:44])([CH3:43])[CH2:4][NH:5][C:6]([C@H:8]([CH:40]([CH3:42])[CH3:41])[CH2:9][C@@H:10]1[O:14][CH2:13][N:12]([C:15]([O:17][CH2:18]Cl)=[O:16])[C@H:11]1[CH2:20][C@H:21]([CH2:25][C:26]1[CH:31]=[CH:30][C:29]([O:32][CH3:33])=[C:28]([O:34][CH2:35][CH2:36][CH2:37][O:38][CH3:39])[CH:27]=1)[CH:22]([CH3:24])[CH3:23])=[O:7].C(=O)([O-])[O-].[Cs+].[Cs+].[I-].[Cs+].[OH:54][C:55]1[CH:56]=[N:57][CH:58]=[CH:59][CH:60]=1.C(O)(=O)CC(CC(O)=O)(C(O)=O)O.